This data is from NCI-60 drug combinations with 297,098 pairs across 59 cell lines. The task is: Regression. Given two drug SMILES strings and cell line genomic features, predict the synergy score measuring deviation from expected non-interaction effect. (1) Drug 1: C1=CC(=CC=C1CC(C(=O)O)N)N(CCCl)CCCl.Cl. Drug 2: CC1=C(C(=CC=C1)Cl)NC(=O)C2=CN=C(S2)NC3=CC(=NC(=N3)C)N4CCN(CC4)CCO. Cell line: KM12. Synergy scores: CSS=0.700, Synergy_ZIP=-2.93, Synergy_Bliss=-3.89, Synergy_Loewe=0.0735, Synergy_HSA=-3.04. (2) Drug 1: CC12CCC3C(C1CCC2O)C(CC4=C3C=CC(=C4)O)CCCCCCCCCS(=O)CCCC(C(F)(F)F)(F)F. Drug 2: C1=NC2=C(N1)C(=S)N=CN2. Cell line: UO-31. Synergy scores: CSS=2.45, Synergy_ZIP=26.3, Synergy_Bliss=35.5, Synergy_Loewe=-11.9, Synergy_HSA=-1.47. (3) Drug 1: CC1=C(C=C(C=C1)NC2=NC=CC(=N2)N(C)C3=CC4=NN(C(=C4C=C3)C)C)S(=O)(=O)N.Cl. Drug 2: CCN(CC)CCNC(=O)C1=C(NC(=C1C)C=C2C3=C(C=CC(=C3)F)NC2=O)C. Cell line: OVCAR-5. Synergy scores: CSS=-6.54, Synergy_ZIP=2.75, Synergy_Bliss=-1.69, Synergy_Loewe=-6.14, Synergy_HSA=-5.63. (4) Drug 1: CN1C(=O)N2C=NC(=C2N=N1)C(=O)N. Drug 2: CC1=C(N=C(N=C1N)C(CC(=O)N)NCC(C(=O)N)N)C(=O)NC(C(C2=CN=CN2)OC3C(C(C(C(O3)CO)O)O)OC4C(C(C(C(O4)CO)O)OC(=O)N)O)C(=O)NC(C)C(C(C)C(=O)NC(C(C)O)C(=O)NCCC5=NC(=CS5)C6=NC(=CS6)C(=O)NCCC[S+](C)C)O. Cell line: SK-OV-3. Synergy scores: CSS=8.05, Synergy_ZIP=-3.47, Synergy_Bliss=-3.63, Synergy_Loewe=-17.8, Synergy_HSA=-3.18. (5) Drug 1: CCC1(C2=C(COC1=O)C(=O)N3CC4=CC5=C(C=CC(=C5CN(C)C)O)N=C4C3=C2)O.Cl. Drug 2: C1CCC(C(C1)N)N.C(=O)(C(=O)[O-])[O-].[Pt+4]. Cell line: 786-0. Synergy scores: CSS=58.8, Synergy_ZIP=-7.56, Synergy_Bliss=-2.88, Synergy_Loewe=-7.22, Synergy_HSA=0.421. (6) Drug 1: C1=C(C(=O)NC(=O)N1)N(CCCl)CCCl. Drug 2: COC1=C2C(=CC3=C1OC=C3)C=CC(=O)O2. Cell line: PC-3. Synergy scores: CSS=9.80, Synergy_ZIP=-2.93, Synergy_Bliss=-2.33, Synergy_Loewe=-6.82, Synergy_HSA=-2.83. (7) Drug 1: C1CN(CCN1C(=O)CCBr)C(=O)CCBr. Drug 2: C1CC(=O)NC(=O)C1N2C(=O)C3=CC=CC=C3C2=O. Cell line: HCT-15. Synergy scores: CSS=16.2, Synergy_ZIP=-7.10, Synergy_Bliss=-8.06, Synergy_Loewe=-10.3, Synergy_HSA=-5.89. (8) Drug 1: CS(=O)(=O)C1=CC(=C(C=C1)C(=O)NC2=CC(=C(C=C2)Cl)C3=CC=CC=N3)Cl. Drug 2: C1=CC(=CC=C1CCC2=CNC3=C2C(=O)NC(=N3)N)C(=O)NC(CCC(=O)O)C(=O)O. Cell line: TK-10. Synergy scores: CSS=46.7, Synergy_ZIP=2.54, Synergy_Bliss=1.11, Synergy_Loewe=-10.5, Synergy_HSA=1.51.